Task: Predict the product of the given reaction.. Dataset: Forward reaction prediction with 1.9M reactions from USPTO patents (1976-2016) (1) Given the reactants C([NH:11][C@H:12]([C:14](O)=[O:15])[CH3:13])(OCC1C=CC=CC=1)=O.C1(P(C2C=CC=CC=2)C2C=CC=CC=2)C=CC=CC=1.ClC(Cl)(Cl)C(Cl)(Cl)Cl.[NH2:44][C@H:45]([C:51]([OH:53])=[O:52])[CH2:46][CH2:47][C:48](=[O:50])[NH2:49].[OH-].[Na+].Cl, predict the reaction product. The product is: [NH2:11][C@H:12]([C:14]([NH:44][C@H:45]([C:51]([OH:53])=[O:52])[CH2:46][CH2:47][C:48](=[O:50])[NH2:49])=[O:15])[CH3:13]. (2) Given the reactants C(OC([NH:8][CH2:9][C:10]([NH:12][C@H:13]([CH3:36])[C:14]([NH:16][C:17]1[CH:22]=[CH:21][CH:20]=[CH:19][C:18]=1/[CH:23]=[CH:24]/[CH2:25][CH2:26][CH2:27][C:28](OCC(Cl)(Cl)Cl)=[O:29])=[O:15])=[O:11])=O)(C)(C)C.FC(F)(F)C(O)=O, predict the reaction product. The product is: [CH3:36][C@@H:13]1[C:14](=[O:15])[NH:16][C:17]2[CH:22]=[CH:21][CH:20]=[CH:19][C:18]=2[CH:23]=[CH:24][CH2:25][CH2:26][CH2:27][C:28](=[O:29])[NH:8][CH2:9][C:10](=[O:11])[NH:12]1. (3) Given the reactants O=P(Cl)(Cl)[Cl:3].[N+:6]1([O-])[CH:11]=[CH:10][CH:9]=[C:8]2[CH2:12][N:13]([C:15]([O:17][CH2:18][CH3:19])=[O:16])[CH2:14][C:7]=12, predict the reaction product. The product is: [Cl:3][C:9]1[CH:10]=[CH:11][N:6]=[C:7]2[CH2:14][N:13]([C:15]([O:17][CH2:18][CH3:19])=[O:16])[CH2:12][C:8]=12. (4) Given the reactants C([Mg]Br)C.C1C=CC(P(C2C=CC=CC=2)C2C=CC=CC=2)=CC=1.I[C:25]1[CH:33]=[C:32]2[C:28]([CH:29]=[N:30][N:31]2[CH:34]([CH3:36])[CH3:35])=[CH:27][CH:26]=1.[Cl-].[C:38]([O:42][C:43](=[O:46])[CH2:44][Zn+])([CH3:41])([CH3:40])[CH3:39], predict the reaction product. The product is: [CH3:35][CH:34]([N:31]1[C:32]2[C:28](=[CH:27][CH:26]=[C:25]([CH2:44][C:43]([O:42][C:38]([CH3:41])([CH3:40])[CH3:39])=[O:46])[CH:33]=2)[CH:29]=[N:30]1)[CH3:36]. (5) Given the reactants [CH2:1]([C:3]1[CH:4]=[N:5][C:6]([N:9]2[CH2:14][CH2:13][CH:12]([C@H:15]3[CH2:17][C@H:16]3[CH2:18][OH:19])[CH2:11][CH2:10]2)=[N:7][CH:8]=1)[CH3:2].C[N+]1([O-])CCOCC1, predict the reaction product. The product is: [CH2:1]([C:3]1[CH:4]=[N:5][C:6]([N:9]2[CH2:14][CH2:13][CH:12]([C@H:15]3[CH2:17][C@H:16]3[CH:18]=[O:19])[CH2:11][CH2:10]2)=[N:7][CH:8]=1)[CH3:2]. (6) Given the reactants [Cl:1][C:2]1[N:7]=[C:6]([Cl:8])[N:5]=[C:4](Cl)[N:3]=1.[C:10](=O)(O)[O-:11].[Na+], predict the reaction product. The product is: [Cl:1][C:2]1[N:7]=[C:6]([Cl:8])[N:5]=[C:4]([O:11][CH3:10])[N:3]=1. (7) Given the reactants [C:1]([O:5][C:6](=[O:21])[NH:7][C:8]1[CH:13]=[C:12]([N:14]([CH2:17][CH3:18])[CH2:15][CH3:16])[C:11]([Cl:19])=[CH:10][C:9]=1[NH2:20])([CH3:4])([CH3:3])[CH3:2].C([O:26][C:27](=O)[CH2:28][C:29](=[O:49])[C:30]1[CH:35]=[CH:34][CH:33]=[C:32]([N:36]2[C:40]([CH2:41][O:42][CH:43]3[CH2:48][CH2:47][CH2:46][CH2:45][O:44]3)=[CH:39][N:38]=[N:37]2)[CH:31]=1)(C)(C)C, predict the reaction product. The product is: [C:1]([O:5][C:6](=[O:21])[NH:7][C:8]1[CH:13]=[C:12]([N:14]([CH2:17][CH3:18])[CH2:15][CH3:16])[C:11]([Cl:19])=[CH:10][C:9]=1[NH:20][C:27](=[O:26])[CH2:28][C:29](=[O:49])[C:30]1[CH:35]=[CH:34][CH:33]=[C:32]([N:36]2[C:40]([CH2:41][O:42][CH:43]3[CH2:48][CH2:47][CH2:46][CH2:45][O:44]3)=[CH:39][N:38]=[N:37]2)[CH:31]=1)([CH3:3])([CH3:2])[CH3:4].